This data is from Peptide-MHC class I binding affinity with 185,985 pairs from IEDB/IMGT. The task is: Regression. Given a peptide amino acid sequence and an MHC pseudo amino acid sequence, predict their binding affinity value. This is MHC class I binding data. (1) The peptide sequence is ETSFNDKQKV. The MHC is HLA-A02:01 with pseudo-sequence HLA-A02:01. The binding affinity (normalized) is 0. (2) The peptide sequence is ISVNNVCHMY. The MHC is HLA-B45:01 with pseudo-sequence HLA-B45:01. The binding affinity (normalized) is 0.121. (3) The MHC is HLA-A23:01 with pseudo-sequence HLA-A23:01. The peptide sequence is WYQFSVGGK. The binding affinity (normalized) is 0.391. (4) The peptide sequence is RRNRKALWL. The MHC is HLA-C06:02 with pseudo-sequence HLA-C06:02. The binding affinity (normalized) is 0.680. (5) The peptide sequence is AGLTHMMIWH. The MHC is HLA-A11:01 with pseudo-sequence HLA-A11:01. The binding affinity (normalized) is 0. (6) The peptide sequence is YELLRYNEY. The MHC is HLA-A03:01 with pseudo-sequence HLA-A03:01. The binding affinity (normalized) is 0.0847.